This data is from Catalyst prediction with 721,799 reactions and 888 catalyst types from USPTO. The task is: Predict which catalyst facilitates the given reaction. (1) Reactant: [NH:1]1[CH2:5][CH2:4][CH2:3][C:2]1=[O:6].[C:7](O[C:7]([O:9][C:10]([CH3:13])([CH3:12])[CH3:11])=[O:8])([O:9][C:10]([CH3:13])([CH3:12])[CH3:11])=[O:8]. Product: [O:6]=[C:2]1[CH2:3][CH2:4][CH2:5][N:1]1[C:7]([O:9][C:10]([CH3:13])([CH3:12])[CH3:11])=[O:8]. The catalyst class is: 11. (2) Reactant: N(C(OC(C)C)=O)=NC(OC(C)C)=O.[F:15][CH2:16][CH2:17][N:18]1[CH2:23][CH2:22][N:21]([CH2:24][CH2:25][CH2:26][OH:27])[CH2:20][CH2:19]1.C1(P(C2C=CC=CC=2)C2C=CC=CC=2)C=CC=CC=1.[F:47][C:48]1[C:56]([O:57][C:58]2[C:67]3[C:62](=[CH:63][C:64](O)=[C:65]([O:68][CH3:69])[CH:66]=3)[N:61]=[CH:60][N:59]=2)=[CH:55][CH:54]=[C:53]2[C:49]=1[CH:50]=[C:51]([CH3:71])[NH:52]2. The catalyst class is: 4. Product: [F:15][CH2:16][CH2:17][N:18]1[CH2:23][CH2:22][N:21]([CH2:24][CH2:25][CH2:26][O:27][C:64]2[CH:63]=[C:62]3[C:67]([C:58]([O:57][C:56]4[C:48]([F:47])=[C:49]5[C:53](=[CH:54][CH:55]=4)[NH:52][C:51]([CH3:71])=[CH:50]5)=[N:59][CH:60]=[N:61]3)=[CH:66][C:65]=2[O:68][CH3:69])[CH2:20][CH2:19]1. (3) Reactant: F[C:2]1[CH:7]=[CH:6][C:5]([N+:8]([O-:10])=[O:9])=[C:4]([N+:11]([O-:13])=[O:12])[CH:3]=1.C([O-])([O-])=O.[K+].[K+].[N:20]1[CH:25]=[CH:24][CH:23]=[C:22]([OH:26])[CH:21]=1. Product: [N+:11]([C:4]1[CH:3]=[C:2]([O:26][C:22]2[CH:21]=[N:20][CH:25]=[CH:24][CH:23]=2)[CH:7]=[CH:6][C:5]=1[N+:8]([O-:10])=[O:9])([O-:13])=[O:12]. The catalyst class is: 16. (4) Reactant: [H-].[Na+].[CH3:3][S:4][C:5]1[CH:10]=[CH:9][C:8]([CH2:11][C:12]#[N:13])=[CH:7][CH:6]=1.[C:14]([O:18][C:19](=[O:27])[N:20]([CH2:24][CH2:25]Cl)[CH2:21][CH2:22]Cl)([CH3:17])([CH3:16])[CH3:15].[Cl-].[NH4+]. Product: [C:14]([O:18][C:19]([N:20]1[CH2:24][CH2:25][C:11]([C:12]#[N:13])([C:8]2[CH:9]=[CH:10][C:5]([S:4][CH3:3])=[CH:6][CH:7]=2)[CH2:22][CH2:21]1)=[O:27])([CH3:17])([CH3:16])[CH3:15]. The catalyst class is: 508. (5) Reactant: [Cl:1][C:2]1[CH:3]=[C:4]([C:8]2[N:13]=[C:12]3[CH2:14][CH2:15][CH2:16][C:11]3=[C:10]([N:17]=C(C3C=CC=CC=3)C3C=CC=CC=3)[CH:9]=2)[CH:5]=[CH:6][CH:7]=1.Cl. Product: [Cl:1][C:2]1[CH:3]=[C:4]([C:8]2[N:13]=[C:12]3[CH2:14][CH2:15][CH2:16][C:11]3=[C:10]([NH2:17])[CH:9]=2)[CH:5]=[CH:6][CH:7]=1. The catalyst class is: 1. (6) Reactant: [Br:1][C:2]1[CH:3]=[C:4]([CH2:8][C:9]([OH:11])=[O:10])[CH:5]=[CH:6][CH:7]=1.[C:12](O)([CH3:15])([CH3:14])[CH3:13].C1CCC(N=C=NC2CCCCC2)CC1. Product: [C:12]([O:10][C:9](=[O:11])[CH2:8][C:4]1[CH:5]=[CH:6][CH:7]=[C:2]([Br:1])[CH:3]=1)([CH3:15])([CH3:14])[CH3:13]. The catalyst class is: 79. (7) Reactant: [Br:1][C:2]1[CH:3]=[C:4]2[C:9](=[CH:10][CH:11]=1)[C:8](=[O:12])[N:7](S(C1C=CC=CC=1)(=O)=O)[CH:6]=[C:5]2[CH2:22][N:23]1[CH2:28][CH2:27][N:26]([C:29]([O:31][C:32]([CH3:35])([CH3:34])[CH3:33])=[O:30])[CH2:25][CH2:24]1.[OH-].[Na+]. Product: [Br:1][C:2]1[CH:3]=[C:4]2[C:9](=[CH:10][CH:11]=1)[C:8](=[O:12])[NH:7][CH:6]=[C:5]2[CH2:22][N:23]1[CH2:24][CH2:25][N:26]([C:29]([O:31][C:32]([CH3:35])([CH3:34])[CH3:33])=[O:30])[CH2:27][CH2:28]1. The catalyst class is: 20. (8) Reactant: [CH2:1]([NH:3][C:4]([C:6]1[C:10]([C:11]2[CH:16]=[CH:15][CH:14]=[C:13]([Cl:17])[CH:12]=2)=[C:9]([C:18]2[CH:23]=[C:22]([Cl:24])[C:21]([O:25][CH2:26][C:27]3[CH:32]=[CH:31][CH:30]=[CH:29][CH:28]=3)=[CH:20][C:19]=2[O:33][CH2:34][C:35]2[CH:40]=[CH:39][CH:38]=[CH:37][CH:36]=2)[O:8][N:7]=1)=O)[CH3:2]. Product: [CH2:34]([O:33][C:19]1[CH:20]=[C:21]([O:25][CH2:26][C:27]2[CH:28]=[CH:29][CH:30]=[CH:31][CH:32]=2)[C:22]([Cl:24])=[CH:23][C:18]=1[C:9]1[O:8][N:7]=[C:6]([CH2:4][NH:3][CH2:1][CH3:2])[C:10]=1[C:11]1[CH:16]=[CH:15][CH:14]=[C:13]([Cl:17])[CH:12]=1)[C:35]1[CH:40]=[CH:39][CH:38]=[CH:37][CH:36]=1. The catalyst class is: 1.